Dataset: Forward reaction prediction with 1.9M reactions from USPTO patents (1976-2016). Task: Predict the product of the given reaction. Given the reactants [C:1]([O:5][C:6](=[O:18])[NH:7][CH:8]([C:11]1[CH:16]=[CH:15][C:14]([OH:17])=[CH:13][CH:12]=1)[CH2:9][CH3:10])([CH3:4])([CH3:3])[CH3:2].I[CH:20]([CH3:22])[CH3:21].C(=O)([O-])[O-].[K+].[K+].O, predict the reaction product. The product is: [C:1]([O:5][C:6](=[O:18])[NH:7][CH:8]([C:11]1[CH:16]=[CH:15][C:14]([O:17][CH:20]([CH3:22])[CH3:21])=[CH:13][CH:12]=1)[CH2:9][CH3:10])([CH3:2])([CH3:3])[CH3:4].